This data is from Forward reaction prediction with 1.9M reactions from USPTO patents (1976-2016). The task is: Predict the product of the given reaction. (1) Given the reactants [Cl:1][C:2]1[CH:7]=[C:6]([N+:8]([O-:10])=[O:9])[CH:5]=[CH:4][C:3]=1[OH:11].C(=O)([O-])[O-].[K+].[K+].Cl.[CH2:19]([N:21]([CH2:25][CH3:26])[CH2:22][CH2:23]Cl)[CH3:20], predict the reaction product. The product is: [Cl:1][C:2]1[CH:7]=[C:6]([N+:8]([O-:10])=[O:9])[CH:5]=[CH:4][C:3]=1[O:11][CH2:20][CH2:19][N:21]([CH2:25][CH3:26])[CH2:22][CH3:23]. (2) Given the reactants [C:1]([O:5][C:6]([N:8]1[CH2:15][C@H:14]2[C@H:10]([CH2:11][CH2:12][CH2:13]2)[C@H:9]1[CH2:16][NH:17]CC1C=CC=CC=1)=[O:7])([CH3:4])([CH3:3])[CH3:2], predict the reaction product. The product is: [C:1]([O:5][C:6]([N:8]1[CH2:15][C@H:14]2[C@H:10]([CH2:11][CH2:12][CH2:13]2)[C@H:9]1[CH2:16][NH2:17])=[O:7])([CH3:4])([CH3:3])[CH3:2].